From a dataset of Full USPTO retrosynthesis dataset with 1.9M reactions from patents (1976-2016). Predict the reactants needed to synthesize the given product. (1) Given the product [Cl:11][C:6]1[CH:7]=[CH:8][CH:9]=[CH:10][C:5]=1[C:3]1[N:22]=[C:20]([NH:19][C:16]2[CH:17]=[CH:18][C:13]([OH:12])=[CH:14][CH:15]=2)[S:21][CH:2]=1, predict the reactants needed to synthesize it. The reactants are: Br[CH2:2][C:3]([C:5]1[CH:10]=[CH:9][CH:8]=[CH:7][C:6]=1[Cl:11])=O.[OH:12][C:13]1[CH:18]=[CH:17][C:16]([NH:19][C:20]([NH2:22])=[S:21])=[CH:15][CH:14]=1. (2) The reactants are: [Li]CCCC.[S:6]1[CH:10]=[CH:9][N:8]=[CH:7]1.[C:11]1(=[O:17])[CH2:16][CH2:15][CH2:14][CH2:13][CH2:12]1.[NH4+].[Cl-]. Given the product [OH:17][C:11]1([C:7]2[S:6][CH:10]=[CH:9][N:8]=2)[CH2:16][CH2:15][CH2:14][CH2:13][CH2:12]1, predict the reactants needed to synthesize it. (3) Given the product [NH2:1][CH2:4][C@@H:5]1[O:9][C:8](=[O:10])[N:7]([C:11]2[CH:16]=[CH:15][C:14]([Br:17])=[CH:13][N:12]=2)[CH2:6]1, predict the reactants needed to synthesize it. The reactants are: [N:1]([CH2:4][C@@H:5]1[O:9][C:8](=[O:10])[N:7]([C:11]2[CH:16]=[CH:15][C:14]([Br:17])=[CH:13][N:12]=2)[CH2:6]1)=[N+]=[N-].O.C1(P(C2C=CC=CC=2)C2C=CC=CC=2)C=CC=CC=1. (4) Given the product [CH2:23]([C:7]1[CH:6]=[C:5]([O:25][CH2:29][CH:28]=[C:27]([Cl:31])[Cl:26])[CH:4]=[C:3]([CH2:1][CH3:2])[C:8]=1[O:9][CH2:10][CH2:11][CH2:12][CH2:13][O:14][CH2:15][CH:16]([O:20][CH2:21][CH3:22])[O:17][CH2:18][CH3:19])[CH3:24], predict the reactants needed to synthesize it. The reactants are: [CH2:1]([C:3]1[CH:4]=[C:5]([OH:25])[CH:6]=[C:7]([CH2:23][CH3:24])[C:8]=1[O:9][CH2:10][CH2:11][CH2:12][CH2:13][O:14][CH2:15][CH:16]([O:20][CH2:21][CH3:22])[O:17][CH2:18][CH3:19])[CH3:2].[Cl:26][C:27]([Cl:31])=[CH:28][CH2:29]Cl.C(=O)([O-])[O-].[K+].[K+].CN(C)C=O. (5) Given the product [Cl:45][C:43]1[CH:42]=[CH:41][N:40]=[C:39]([CH2:38][NH:37][C:35]2[O:36][C:32]3[C:31]([O:47][CH3:48])=[CH:30][C:29]([C:27]([N:26]4[CH:21]([CH2:20][CH2:19][OH:18])[CH2:22][O:23][CH:24]([CH3:49])[CH2:25]4)=[O:28])=[CH:46][C:33]=3[N:34]=2)[CH:44]=1, predict the reactants needed to synthesize it. The reactants are: [Si]([O:18][CH2:19][CH2:20][CH:21]1[N:26]([C:27]([C:29]2[CH:30]=[C:31]([O:47][CH3:48])[C:32]3[O:36][C:35]([NH:37][CH2:38][C:39]4[CH:44]=[C:43]([Cl:45])[CH:42]=[CH:41][N:40]=4)=[N:34][C:33]=3[CH:46]=2)=[O:28])[CH2:25][CH:24]([CH3:49])[O:23][CH2:22]1)(C(C)(C)C)(C1C=CC=CC=1)C1C=CC=CC=1.[F-].C([N+](CCCC)(CCCC)CCCC)CCC. (6) Given the product [CH2:7]([S:8][C:16]1[C:21]([CH3:22])=[CH:20][C:19]([N+:23]([O-:25])=[O:24])=[CH:18][N:17]=1)[C:1]1[CH:6]=[CH:5][CH:4]=[CH:3][CH:2]=1, predict the reactants needed to synthesize it. The reactants are: [C:1]1([CH2:7][SH:8])[CH:6]=[CH:5][CH:4]=[CH:3][CH:2]=1.C([O-])([O-])=O.[K+].[K+].Cl[C:16]1[C:21]([CH3:22])=[CH:20][C:19]([N+:23]([O-:25])=[O:24])=[CH:18][N:17]=1. (7) Given the product [CH2:1]([C:3]1[S:4][C:5]([C:8]2[O:9][C:10]3[CH:20]=[C:19]([N:21]([CH3:26])[S:22]([CH3:25])(=[O:24])=[O:23])[C:18]([C:37]4[CH:38]=[CH:39][C:40]5[N:41]=[CH:42][N:43]6[C:51]7[CH:50]=[CH:49][CH:48]=[C:47]([F:52])[C:46]=7[CH:45]=[C:44]6[C:53]=5[N:54]=4)=[CH:17][C:11]=3[C:12]=2[C:13]([NH:15][CH3:16])=[O:14])=[CH:6][N:7]=1)[CH3:2], predict the reactants needed to synthesize it. The reactants are: [CH2:1]([C:3]1[S:4][C:5]([C:8]2[O:9][C:10]3[CH:20]=[C:19]([N:21]([CH3:26])[S:22]([CH3:25])(=[O:24])=[O:23])[C:18](B4OC(C)(C)C(C)(C)O4)=[CH:17][C:11]=3[C:12]=2[C:13]([NH:15][CH3:16])=[O:14])=[CH:6][N:7]=1)[CH3:2].Cl[C:37]1[CH:38]=[CH:39][C:40]2[N:41]=[CH:42][N:43]3[C:51]4[CH:50]=[CH:49][CH:48]=[C:47]([F:52])[C:46]=4[CH:45]=[C:44]3[C:53]=2[N:54]=1.C([O-])([O-])=O.[Cs+].[Cs+].